From a dataset of Full USPTO retrosynthesis dataset with 1.9M reactions from patents (1976-2016). Predict the reactants needed to synthesize the given product. (1) Given the product [Br-:13].[Br-:12].[CH2:18]([N+:17]([CH2:22][CH3:23])([CH2:20][CH3:21])[CH2:16][CH2:15][CH2:14][N+:5]1[C:6]2[C:11](=[CH:10][CH:9]=[CH:8][CH:7]=2)[C:2]([CH3:1])=[CH:3][CH:4]=1)[CH3:19], predict the reactants needed to synthesize it. The reactants are: [CH3:1][C:2]1[C:11]2[C:6](=[CH:7][CH:8]=[CH:9][CH:10]=2)[N:5]=[CH:4][CH:3]=1.[Br-:12].[Br:13][CH2:14][CH2:15][CH2:16][N+:17]([CH2:22][CH3:23])([CH2:20][CH3:21])[CH2:18][CH3:19]. (2) Given the product [CH3:39][Si:38]([CH3:41])([CH3:40])[C:30]1[CH:29]=[C:28]([Si:13]([C:42]2[CH:43]=[C:44]([Si:52]([CH3:55])([CH3:54])[CH3:53])[CH:45]=[C:46]([Si:48]([CH3:51])([CH3:50])[CH3:49])[CH:47]=2)([C:14]2[CH:19]=[C:18]([Si:20]([CH3:21])([CH3:22])[CH3:23])[CH:17]=[C:16]([Si:24]([CH3:26])([CH3:25])[CH3:27])[CH:15]=2)[C:8]2[CH:7]([CH3:9])[C:6]([CH3:10])=[C:5]([CH3:11])[C:4]=2[CH3:3])[CH:33]=[C:32]([Si:34]([CH3:35])([CH3:36])[CH3:37])[CH:31]=1, predict the reactants needed to synthesize it. The reactants are: [H-].[K+].[CH3:3][C:4]1[CH2:8][C:7]([CH3:9])=[C:6]([CH3:10])[C:5]=1[CH3:11].Cl[Si:13]([C:42]1[CH:47]=[C:46]([Si:48]([CH3:51])([CH3:50])[CH3:49])[CH:45]=[C:44]([Si:52]([CH3:55])([CH3:54])[CH3:53])[CH:43]=1)([C:28]1[CH:33]=[C:32]([Si:34]([CH3:37])([CH3:36])[CH3:35])[CH:31]=[C:30]([Si:38]([CH3:41])([CH3:40])[CH3:39])[CH:29]=1)[C:14]1[CH:19]=[C:18]([Si:20]([CH3:23])([CH3:22])[CH3:21])[CH:17]=[C:16]([Si:24]([CH3:27])([CH3:26])[CH3:25])[CH:15]=1.C(=O)([O-])O.[Na+].C(=O)([O-])[O-].[Na+].[Na+]. (3) Given the product [Cl:23][CH2:22][CH2:21][CH2:20][N:12]1[CH2:11][CH2:10][C:9]2[C:15]3[N:16]=[C:3]([C:2]([F:17])([F:1])[F:18])[O:4][C:5]=3[CH:6]=[CH:7][C:8]=2[CH2:14][CH2:13]1, predict the reactants needed to synthesize it. The reactants are: [F:1][C:2]([F:18])([F:17])[C:3]1[O:4][C:5]2[CH:6]=[CH:7][C:8]3[CH2:14][CH2:13][NH:12][CH2:11][CH2:10][C:9]=3[C:15]=2[N:16]=1.Br[CH2:20][CH2:21][CH2:22][Cl:23]. (4) Given the product [CH3:15][N:12]1[CH:13]=[CH:14][C:10]([C:7]2[CH:6]=[CH:5][C:4]([N+:1]([O-:3])=[O:2])=[CH:9][CH:8]=2)=[N:11]1, predict the reactants needed to synthesize it. The reactants are: [N+:1]([C:4]1[CH:9]=[CH:8][C:7]([C:10]2[CH:14]=[CH:13][NH:12][N:11]=2)=[CH:6][CH:5]=1)([O-:3])=[O:2].[C:15](=O)([O-])[O-].[Cs+].[Cs+].IC. (5) The reactants are: [C:1]([CH2:3][CH2:4][C:5]1[C:6]([C:15]2[CH:20]=[C:19]([O:21][CH3:22])[CH:18]=[CH:17][C:16]=2[F:23])=[N:7][CH:8]=[C:9]([CH:14]=1)[C:10](OC)=[O:11])#[N:2].CO.[BH4-].[Na+].[Cl-].[NH4+]. Given the product [F:23][C:16]1[CH:17]=[CH:18][C:19]([O:21][CH3:22])=[CH:20][C:15]=1[C:6]1[C:5]([CH2:4][CH2:3][C:1]#[N:2])=[CH:14][C:9]([CH2:10][OH:11])=[CH:8][N:7]=1, predict the reactants needed to synthesize it.